From a dataset of Reaction yield outcomes from USPTO patents with 853,638 reactions. Predict the reaction yield, written as a fraction of the theoretical maximum amount of product (1.0 means a 100% yield; for example, 0.34 means a 34% yield). (1) The reactants are [C:1]1(=[O:11])[C:9]2[CH:8]=[CH:7][N:6]=[CH:5][C:4]=2[C:3](=[O:10])[NH:2]1.C(N(CC)C(C)C)(C)C.[CH2:21](Br)[C:22]1[CH:27]=[CH:26][CH:25]=[CH:24][CH:23]=1. The catalyst is CC(C)=O. The product is [CH2:21]([N:2]1[C:1](=[O:11])[C:9]2[CH:8]=[CH:7][N:6]=[CH:5][C:4]=2[C:3]1=[O:10])[C:22]1[CH:27]=[CH:26][CH:25]=[CH:24][CH:23]=1. The yield is 0.500. (2) The reactants are [O-]I(=O)(=O)=O.[Na+].[CH3:7][O:8][C:9]([C:11]1[N:12]([CH3:40])[N:13]=[C:14]([O:16][CH2:17][C:18]2[C:19]([C:33]3[CH:38]=[CH:37][C:36]([F:39])=[CH:35][CH:34]=3)=[N:20][O:21][C:22]=2[C@@H:23]([OH:32])[C@H](O)C2C=CC=CC=2)[CH:15]=1)=[O:10]. The catalyst is C1COCC1.O. The product is [CH3:7][O:8][C:9]([C:11]1[N:12]([CH3:40])[N:13]=[C:14]([O:16][CH2:17][C:18]2[C:19]([C:33]3[CH:34]=[CH:35][C:36]([F:39])=[CH:37][CH:38]=3)=[N:20][O:21][C:22]=2[CH:23]=[O:32])[CH:15]=1)=[O:10]. The yield is 0.880. (3) The reactants are Br[C:2]1[N:3]=[C:4]2[C:9](=[N:10][CH:11]=1)[N:8]=[CH:7][N:6]([CH3:12])[C:5]2=[O:13].[CH2:14]([S:16]([N:19]1[CH2:24][CH2:23][NH:22][CH2:21][CH2:20]1)(=[O:18])=[O:17])[CH3:15]. The catalyst is COCCO. The product is [CH2:14]([S:16]([N:19]1[CH2:20][CH2:21][N:22]([C:2]2[N:3]=[C:4]3[C:9](=[N:10][CH:11]=2)[N:8]=[CH:7][N:6]([CH3:12])[C:5]3=[O:13])[CH2:23][CH2:24]1)(=[O:18])=[O:17])[CH3:15]. The yield is 0.650. (4) The reactants are [NH2:1][C:2]1[S:3][CH:4]=[C:5]([C:7]2[CH:12]=[CH:11][C:10]([Cl:13])=[CH:9][CH:8]=2)[N:6]=1.[C:14]1([C:20]2[O:24][N:23]=[CH:22][C:21]=2[CH2:25][CH2:26][C:27](O)=[O:28])[CH:19]=[CH:18][CH:17]=[CH:16][CH:15]=1.O.ON1C2C=CC=CC=2N=N1.Cl.C(N=C=NCCCN(C)C)C. The catalyst is O.CN(C)C=O. The product is [Cl:13][C:10]1[CH:9]=[CH:8][C:7]([C:5]2[N:6]=[C:2]([NH:1][C:27](=[O:28])[CH2:26][CH2:25][C:21]3[CH:22]=[N:23][O:24][C:20]=3[C:14]3[CH:15]=[CH:16][CH:17]=[CH:18][CH:19]=3)[S:3][CH:4]=2)=[CH:12][CH:11]=1. The yield is 0.430. (5) The reactants are [Br:1][C:2]1[CH:3]=[C:4]([N+:9]([O-])=O)[C:5]([CH3:8])=[N:6][CH:7]=1.[CH3:12]OC(OC)N(C)C.CO. The catalyst is CN(C)C=O.[Fe]. The product is [Br:1][C:2]1[CH:3]=[C:4]2[NH:9][CH:12]=[CH:8][C:5]2=[N:6][CH:7]=1. The yield is 0.600.